This data is from Retrosynthesis with 50K atom-mapped reactions and 10 reaction types from USPTO. The task is: Predict the reactants needed to synthesize the given product. (1) Given the product COc1c(-c2ccc3cc(O)ccc3c2)cc(-n2ccc(=O)[nH]c2=O)cc1C(C)(C)C, predict the reactants needed to synthesize it. The reactants are: COc1c(I)cc(-n2ccc(=O)[nH]c2=O)cc1C(C)(C)C.OB(O)c1ccc2cc(O)ccc2c1. (2) Given the product CC(C)CC(Oc1ccc(Br)c(C2OCCCO2)c1)c1ccc(C(=O)O)cc1, predict the reactants needed to synthesize it. The reactants are: COC(=O)c1ccc(C(CC(C)C)Oc2ccc(Br)c(C3OCCCO3)c2)cc1.